Dataset: HIV replication inhibition screening data with 41,000+ compounds from the AIDS Antiviral Screen. Task: Binary Classification. Given a drug SMILES string, predict its activity (active/inactive) in a high-throughput screening assay against a specified biological target. (1) The drug is CC(=O)O.Nc1nc(N)c(CCc2ccccc2)c(N)n1. The result is 0 (inactive). (2) The compound is O=C(O)CC(SSCc1ccccc1)C(=O)O. The result is 0 (inactive). (3) The drug is O=c1oc2cc(=Cc3ccccc3)c(=O)c3cccc1c3-2. The result is 0 (inactive). (4) The molecule is CON=C(C(=O)[N-]n1cn[n+](CC(=O)OC(C)(C)C)c1)c1csc(NC(c2ccccc2)(c2ccccc2)c2ccccc2)n1. The result is 0 (inactive). (5) The compound is CC1=CC=C2c3ccccc3C=CN2C(=O)C1. The result is 0 (inactive). (6) The drug is Cc1cc(S(=O)(=O)O)ccc1N=Nc1ccc(N=Nc2cc(S(=O)(=O)O)c3ccccc3c2O)c(C)c1. The result is 0 (inactive). (7) The drug is C=COCCCOc1ccccc1. The result is 0 (inactive).